Task: Predict the reactants needed to synthesize the given product.. Dataset: Full USPTO retrosynthesis dataset with 1.9M reactions from patents (1976-2016) (1) Given the product [CH3:32][S:29]([O:28][CH2:27][CH2:26][C:25]1[N:6]2[CH:7]=[C:8]([C:17]3[CH:22]=[CH:21][CH:20]=[C:19]([O:23][CH3:24])[CH:18]=3)[N:9]=[C:10]([N:11]3[CH2:12][CH2:13][O:14][CH2:15][CH2:16]3)[C:5]2=[N:4][C:3]=1[CH2:2][Cl:35])(=[O:31])=[O:30], predict the reactants needed to synthesize it. The reactants are: O[CH2:2][C:3]1[N:4]=[C:5]2[C:10]([N:11]3[CH2:16][CH2:15][O:14][CH2:13][CH2:12]3)=[N:9][C:8]([C:17]3[CH:22]=[CH:21][CH:20]=[C:19]([O:23][CH3:24])[CH:18]=3)=[CH:7][N:6]2[C:25]=1[CH2:26][CH2:27][OH:28].[S:29](Cl)([CH3:32])(=[O:31])=[O:30].C(Cl)[Cl:35]. (2) Given the product [Cl:15][C:16]1[C:24]([Cl:25])=[C:23]([CH3:26])[CH:22]=[CH:21][C:17]=1[C:18]([N:4]1[CH2:5][CH2:6][NH:1][C:2](=[O:7])[CH2:3]1)=[O:19], predict the reactants needed to synthesize it. The reactants are: [NH:1]1[CH2:6][CH2:5][NH:4][CH2:3][C:2]1=[O:7].C(N(CC)CC)C.[Cl:15][C:16]1[C:24]([Cl:25])=[C:23]([CH3:26])[CH:22]=[CH:21][C:17]=1[C:18](Cl)=[O:19]. (3) Given the product [OH:1][C:2]1[CH:7]=[C:6]([CH3:8])[N:19]([CH:17]([C:14]2[CH:15]=[N:16][C:11]([CH3:10])=[CH:12][CH:13]=2)[CH3:18])[C:4](=[O:9])[CH:3]=1, predict the reactants needed to synthesize it. The reactants are: [OH:1][C:2]1[CH:7]=[C:6]([CH3:8])O[C:4](=[O:9])[CH:3]=1.[CH3:10][C:11]1[N:16]=[CH:15][C:14]([CH:17]([NH2:19])[CH3:18])=[CH:13][CH:12]=1. (4) Given the product [Cl:9][C:10]1[CH:17]=[CH:16][C:13]([CH:14]([C:2]2[CH:7]=[CH:6][C:5]([F:8])=[CH:4][CH:3]=2)[OH:15])=[CH:12][CH:11]=1, predict the reactants needed to synthesize it. The reactants are: Br[C:2]1[CH:7]=[CH:6][C:5]([F:8])=[CH:4][CH:3]=1.[Cl:9][C:10]1[CH:17]=[CH:16][C:13]([CH:14]=[O:15])=[CH:12][CH:11]=1.FC1C=CC(C(C2C=CC(C(F)(F)F)=CC=2)O)=CC=1. (5) Given the product [CH3:9][O:8][C:6]1[CH:5]=[CH:4][N:3]=[C:2]([C:11]#[C:10][Si:12]([CH3:15])([CH3:14])[CH3:13])[N:7]=1, predict the reactants needed to synthesize it. The reactants are: Cl[C:2]1[N:7]=[C:6]([O:8][CH3:9])[CH:5]=[CH:4][N:3]=1.[C:10]([Si:12]([CH3:15])([CH3:14])[CH3:13])#[CH:11].C(N(CC)CC)C. (6) Given the product [Br:1][C:2]1[N:3]=[CH:4][C:5]([CH2:6][OH:7])=[CH:9][CH:10]=1, predict the reactants needed to synthesize it. The reactants are: [Br:1][C:2]1[CH:10]=[CH:9][C:5]([C:6](O)=[O:7])=[CH:4][N:3]=1.C(N(CC)CC)C.ClC(OCC)=O.[BH4-].[Na+]. (7) Given the product [CH3:1][N:2]1[C:7](=[O:8])[C:6]2=[C:9]([S:23][CH2:24][CH2:25][CH2:26][C:27]([OH:29])=[O:28])[N:10]([CH2:12][C:13]3[C:22]4[C:17](=[CH:18][CH:19]=[CH:20][CH:21]=4)[CH:16]=[CH:15][CH:14]=3)[CH:11]=[C:5]2[C:4]([CH2:31][CH:32]([CH3:34])[CH3:33])=[N:3]1, predict the reactants needed to synthesize it. The reactants are: [CH3:1][N:2]1[C:7](=[O:8])[C:6]2=[C:9]([S:23][CH2:24][CH2:25][CH2:26][C:27]([O:29]C)=[O:28])[N:10]([CH2:12][C:13]3[C:22]4[C:17](=[CH:18][CH:19]=[CH:20][CH:21]=4)[CH:16]=[CH:15][CH:14]=3)[CH:11]=[C:5]2[C:4]([CH2:31][CH:32]([CH3:34])[CH3:33])=[N:3]1.O.[OH-].[Li+]. (8) Given the product [N:14]1[C:13]2[NH:18][C:10]([C:7]3[CH:6]=[CH:5][C:4]([C:3]([OH:19])=[O:2])=[CH:9][CH:8]=3)=[CH:11][C:12]=2[CH:17]=[N:16][CH:15]=1, predict the reactants needed to synthesize it. The reactants are: C[O:2][C:3](=[O:19])[C:4]1[CH:9]=[CH:8][C:7]([C:10]2[NH:18][C:13]3[N:14]=[CH:15][N:16]=[CH:17][C:12]=3[CH:11]=2)=[CH:6][CH:5]=1.C1COCC1.CO.[OH-].[Na+].Cl.